This data is from Forward reaction prediction with 1.9M reactions from USPTO patents (1976-2016). The task is: Predict the product of the given reaction. (1) Given the reactants [Cl:1][C:2]1[CH:3]=[C:4](Br)[CH:5]=[CH:6][C:7]=1[Cl:8].[NH2:10][C:11]1[CH:12]=[C:13]2[C:17]3=[C:18]([CH2:20][S:21][CH2:22][CH2:23][N:16]3[C@H:15]3[CH2:24][CH2:25][N:26](C(OC(C)(C)C)=O)[CH2:27][C@@H:14]23)[CH:19]=1, predict the reaction product. The product is: [Cl:1][C:2]1[CH:3]=[C:4]([NH:10][C:11]2[CH:12]=[C:13]3[C:17]4=[C:18]([CH2:20][S:21][CH2:22][CH2:23][N:16]4[C@H:15]4[CH2:24][CH2:25][NH:26][CH2:27][C@@H:14]34)[CH:19]=2)[CH:5]=[CH:6][C:7]=1[Cl:8]. (2) Given the reactants [Cl:1][C:2]1[CH:7]=[C:6]([Cl:8])[CH:5]=[CH:4][C:3]=1[S:9][CH2:10][CH2:11][C:12]([OH:14])=O, predict the reaction product. The product is: [Cl:8][C:6]1[CH:5]=[C:4]2[C:3](=[C:2]([Cl:1])[CH:7]=1)[S:9][CH2:10][CH2:11][C:12]2=[O:14]. (3) Given the reactants [CH3:1][C:2]1([CH3:23])[CH2:7][CH2:6][CH:5]([CH2:8][C:9]2[NH:14][C:13](=[O:15])[C:12]([C:16]3[CH:21]=[CH:20][CH:19]=[CH:18][CH:17]=3)=[C:11]([OH:22])[CH:10]=2)[CH2:4][CH2:3]1.C([O-])([O-])=O.[Cs+].[Cs+].[P:30]([O:48][CH2:49]Cl)([O:40][CH2:41][C:42]1[CH:47]=[CH:46][CH:45]=[CH:44][CH:43]=1)([O:32][CH2:33][C:34]1[CH:39]=[CH:38][CH:37]=[CH:36][CH:35]=1)=[O:31], predict the reaction product. The product is: [P:30]([O:48][CH2:49][O:22][C:11]1[CH:10]=[C:9]([CH2:8][CH:5]2[CH2:4][CH2:3][C:2]([CH3:23])([CH3:1])[CH2:7][CH2:6]2)[NH:14][C:13](=[O:15])[C:12]=1[C:16]1[CH:21]=[CH:20][CH:19]=[CH:18][CH:17]=1)([O:32][CH2:33][C:34]1[CH:35]=[CH:36][CH:37]=[CH:38][CH:39]=1)([O:40][CH2:41][C:42]1[CH:47]=[CH:46][CH:45]=[CH:44][CH:43]=1)=[O:31]. (4) Given the reactants Br[C:2]1[CH:3]=[CH:4][C:5]2[C:13]3[C:9](=[C:10]([C:14]4[CH:19]=[CH:18][C:17]([O:20][C:21]([F:24])([F:23])[F:22])=[CH:16][CH:15]=4)[O:11][N:12]=3)[CH2:8][CH2:7][C:6]=2[CH:25]=1.[CH2:26]([Sn](CCCC)(CCCC)C=C)[CH2:27]CC, predict the reaction product. The product is: [F:23][C:21]([F:24])([F:22])[O:20][C:17]1[CH:18]=[CH:19][C:14]([C:10]2[O:11][N:12]=[C:13]3[C:5]4[CH:4]=[CH:3][C:2]([CH:26]=[CH2:27])=[CH:25][C:6]=4[CH2:7][CH2:8][C:9]=23)=[CH:15][CH:16]=1.